Dataset: Forward reaction prediction with 1.9M reactions from USPTO patents (1976-2016). Task: Predict the product of the given reaction. (1) Given the reactants [CH2:1]([N:8]1[CH2:13][CH2:12][NH:11][CH2:10][CH2:9]1)[C:2]1[CH:7]=[CH:6][CH:5]=[CH:4][CH:3]=1.C(=O)([O-])[O-].[Na+].[Na+].Cl[CH2:21][C:22]#[N:23], predict the reaction product. The product is: [CH2:1]([N:8]1[CH2:13][CH2:12][N:11]([CH2:21][C:22]#[N:23])[CH2:10][CH2:9]1)[C:2]1[CH:3]=[CH:4][CH:5]=[CH:6][CH:7]=1. (2) Given the reactants [O:1]1[CH2:5][CH2:4][CH2:3][C@@H:2]1[C:6]([OH:8])=O.Cl.[CH3:10][O:11][C:12]1[CH:13]=[C:14]2[C:19](=[CH:20][C:21]=1[O:22][CH3:23])[N:18]=[CH:17][N:16]=[C:15]2[NH:24][C:25]1[CH:30]=[CH:29][C:28]([O:31][CH:32]2[CH2:37][CH2:36][NH:35][CH2:34][CH2:33]2)=[C:27]([CH3:38])[CH:26]=1, predict the reaction product. The product is: [CH3:10][O:11][C:12]1[CH:13]=[C:14]2[C:19](=[CH:20][C:21]=1[O:22][CH3:23])[N:18]=[CH:17][N:16]=[C:15]2[NH:24][C:25]1[CH:30]=[CH:29][C:28]([O:31][CH:32]2[CH2:37][CH2:36][N:35]([C:6]([CH:2]3[CH2:3][CH2:4][CH2:5][O:1]3)=[O:8])[CH2:34][CH2:33]2)=[C:27]([CH3:38])[CH:26]=1. (3) Given the reactants B.C1COCC1.[N+:7]([C:10]1[CH:11]=[CH:12][C:13]2[N:18]([C:19](=O)[CH2:20][N:21]3[CH2:25][CH2:24][CH2:23][C@H:22]3[C:26]([O:28][C:29]([CH3:32])([CH3:31])[CH3:30])=[O:27])[CH2:17][CH2:16][S:15][C:14]=2[CH:34]=1)([O-:9])=[O:8], predict the reaction product. The product is: [C:29]([O:28][C:26]([C@@H:22]1[CH2:23][CH2:24][CH2:25][N:21]1[CH2:20][CH2:19][N:18]1[CH2:17][CH2:16][S:15][C:14]2[CH:34]=[C:10]([N+:7]([O-:9])=[O:8])[CH:11]=[CH:12][C:13]1=2)=[O:27])([CH3:32])([CH3:30])[CH3:31]. (4) Given the reactants [Br:1][C:2]1[C:3](Cl)=[N:4][C:5]([Cl:8])=[N:6][CH:7]=1.[CH3:10][CH:11]1[CH2:15][CH2:14][CH:13]([NH:16][NH:17][C:18]([O:20][C:21]([CH3:24])([CH3:23])[CH3:22])=[O:19])[CH2:12]1.CCN(C(C)C)C(C)C, predict the reaction product. The product is: [Br:1][C:2]1[C:3]([N:16]([CH:13]2[CH2:14][CH2:15][CH:11]([CH3:10])[CH2:12]2)[NH:17][C:18]([O:20][C:21]([CH3:24])([CH3:23])[CH3:22])=[O:19])=[N:4][C:5]([Cl:8])=[N:6][CH:7]=1.